This data is from Retrosynthesis with 50K atom-mapped reactions and 10 reaction types from USPTO. The task is: Predict the reactants needed to synthesize the given product. (1) Given the product O=C(NCc1c(F)cccc1F)c1cn2cc(Br)ccc2n1, predict the reactants needed to synthesize it. The reactants are: CCOC(=O)c1cn2cc(Br)ccc2n1.NCc1c(F)cccc1F. (2) Given the product O=C1Nc2cc(Cl)ccc2/C1=C\c1cccc(Cl)c1F, predict the reactants needed to synthesize it. The reactants are: O=C1Cc2ccc(Cl)cc2N1.O=Cc1cccc(Cl)c1F. (3) The reactants are: CCOC(=O)c1cc2cc(OCC)c(Cl)nc2n1C(=O)OC(C)(C)C. Given the product CCOC(=O)c1cc2cc(OCC)c(Cl)nc2[nH]1, predict the reactants needed to synthesize it. (4) The reactants are: O=C(O)C1(c2ccc(-n3cccn3)cc2)CC1.O=C1OC2(CCNC2)c2ccncc21. Given the product O=C1O[C@]2(CCN(C(=O)C3(c4ccc(-n5cccn5)cc4)CC3)C2)c2ccncc21, predict the reactants needed to synthesize it. (5) Given the product CNCCN1CCCc2ccc(CO[C@H]3CN(C(=O)OC(C)(C)C)CC[C@@H]3c3ccc(OCCCOCc4ccccc4OC)cc3)cc21, predict the reactants needed to synthesize it. The reactants are: CN.COc1ccccc1COCCCOc1ccc([C@H]2CCN(C(=O)OC(C)(C)C)C[C@@H]2OCc2ccc3c(c2)N(CCOS(C)(=O)=O)CCC3)cc1. (6) Given the product O=C(O)c1c(F)c(F)c(OCC(F)(F)C(F)(F)C(F)(F)C(F)F)c(F)c1F, predict the reactants needed to synthesize it. The reactants are: O=C(O)c1c(F)c(F)c(F)c(F)c1F.OCC(F)(F)C(F)(F)C(F)(F)C(F)F.